From a dataset of Experimentally validated miRNA-target interactions with 360,000+ pairs, plus equal number of negative samples. Binary Classification. Given a miRNA mature sequence and a target amino acid sequence, predict their likelihood of interaction. (1) The miRNA is hsa-miR-888-3p with sequence GACUGACACCUCUUUGGGUGAA. The protein sequence of the target gene is MAGAGGGGCPAGGNDFQWCFSQVKGAIDEDVAEADIISTVEFNYSGDLLATGDKGGRVVIFQREQENKSRPHSRGEYNVYSTFQSHEPEFDYLKSLEIEEKINKIRWLPQQNAAHFLLSTNDKTIKLWKISERDKRAEGYNLKDEDGRLRDPFRITALRVPILKPMDLMVEASPRRIFANAHTYHINSISVNSDHETYLSADDLRINLWHLEITDRSFNIVDIKPANMEELTEVITAAEFHPHQCNVFVYSSSKGTIRLCDMRSSALCDRHSKFFEEPEDPSSRSFFSEIISSISDVKFS.... Result: 0 (no interaction). (2) The miRNA is hsa-miR-6730-3p with sequence CCUGACACCCCAUCUGCCCUCA. The protein sequence of the target gene is MFSRNHRSRVTVARGSALEMEFKRGRFRLSLFSDLPEDTELQRKLDHEIRMREGACKLLAACSQREQALEATKSLLVCNSRILSYMGELQRRKEAQVLGKTSRRPSDSGPPAERSPCRGRVCISDLRIPLMWKDTEYFKNKGDLHRWAVFLLLQLGEHIQDTEMILVDRTLTDISFQSNVLFAEAGPDFELRLELYGACVEEEGALTGGPKRLATKLSSSLGRSSGRRVRASLDSAGGSGSSPILLPTPVVGGPRYHLLAHTTLTLAAVQDGFRTHDLTLASHEENPAWLPLYGSVCCRL.... Result: 0 (no interaction). (3) The miRNA is hsa-miR-511-5p with sequence GUGUCUUUUGCUCUGCAGUCA. The protein sequence of the target gene is MSNPGGRRNGPVKLRLTVLCAKNLVKKDFFRLPDPFAKVVVDGSGQCHSTDTVKNTLDPKWNQHYDLYIGKSDSVTISVWNHKKIHKKQGAGFLGCVRLLSNAINRLKDTGYQRLDLCKLGPNDNDTVRGQIVVSLQSRDRIGTGGQVVDCSRLFDNDLPDGWEERRTASGRIQYLNHITRTTQWERPTRPASEYSSPGRPLSCFVDENTPISGTNGATCGQSSDPRLAERRVRSQRHRNYMSRTHLHTPPDLPEGYEQRTTQQGQVYFLHTQTGVSTWHDPRVPRDLSNINCEELGPLP.... Result: 1 (interaction). (4) The miRNA is hsa-miR-506-5p with sequence UAUUCAGGAAGGUGUUACUUAA. The protein sequence of the target gene is MTLDHQIINPTLKWSQPAVPSGGPLVQHAHTTLDSDAGLTENPLTKLLAIGKEDDNAQWHMEDVIEDIIGMESSFKEEGADSPLLMQRTLSGSILDVYSGEQGISPINMGLTSASCPSSLPMKREITETDTRALAKERQKKDNHNLIERRRRYNINYRIKELGTLIPKSNDPDMRWNKGTILKASVEYIKWLQKEQQRARELEHRQKKLEQANRRLLLRIQELEIQARTHGLPTLASLGTVDLGAHVTKQQSHPEQNSVDYCQQLTVSQGPSPELCDQAIAFSDPLSYFTDLSFSAALKE.... Result: 1 (interaction). (5) The miRNA is rno-miR-96-5p with sequence UUUGGCACUAGCACAUUUUUGCU. The protein sequence of the target gene is MQKWFSAFDDAIIQRQWRANPSRGGGGVSFTKEVDTNVATGAPPRRQRVPGRACPWREPIRGRRGARPGGGDAGGTPGETVRHCSAPEDPIFRFSSLHSYPFPGTIKSRDMSWKRHHLIPETFGVKRRRKRGPVESDPLRGEPGSARAAVSELMQLFPRGLFEDALPPIVLRSQVYSLVPDRTVADRQLKELQEQGEIRIVQLGFDLDAHGIIFTEDYRTRVCDCVLKACDGRPYAGAVQKFLASVLPACGDLSFQQDQMTQTFGFRDSEITHLVNAGVLTVRDAGSWWLAVPGAGRFIK.... Result: 0 (no interaction). (6) The miRNA is mmu-miR-3075-5p with sequence UGUCUGGGAGCAGCCAAGGAC. The protein sequence of the target gene is MISWEVVHTVFLFALLYSSLAQDASPQSEIRAEEIPEGASTLAFVFDVTGSMYDDLVQVIEGASKILETSLKRPKRPLFNFALVPFHDPEIGPVTITTDPKKFQYELRELYVQGGGDCPEMSIGAIKIALEISLPGSFIYVFTDARSKDYRLTHEVLQLIQQKQSQVVFVLTGDCDDRTHIGYKVYEEIASTSSGQVFHLDKKQVNEVLKWVEEAVQASKVHLLSTDHLEQAVNTWRIPFDPSLKEVTVSLSGPSPMIEIRNPLGKLIKKGFGLHELLNIHNSAKVVNVKEPEAGMWTVK.... Result: 0 (no interaction). (7) The miRNA is mmu-miR-6344 with sequence GUUUUCCUACUGUUUCCCUUUU. The protein sequence of the target gene is MISLPGPLVTNLLRFLFLGLSALAPPSRAQLQLHLPANRLQAVEGGEVVLPAWYTLHGEVSSSQPWEVPFVMWFFKQKEKEDQVLSYINGVTTSKPGVSLVYSMPSRNLSLRLEGLQEKDSGPYSCSVNVQDKQGKSRGHSIKTLELNVLVPPAPPSCRLQGVPHVGANVTLSCQSPRSKPAVQYQWDRQLPSFQTFFAPALDVIRGSLSLTNLSSSMAGVYVCKAHNEVGTAQCNVTLEVSTGPGAAVVAGAVVGTLVGLGLLAGLVLLYHRRGKALEEPANDIKEDAIAPRTLPWPKS.... Result: 0 (no interaction).